This data is from Full USPTO retrosynthesis dataset with 1.9M reactions from patents (1976-2016). The task is: Predict the reactants needed to synthesize the given product. (1) Given the product [Br:12][C:3]1[CH:4]=[CH:5][C:6]([C:8]([O:10][CH3:11])=[O:9])=[N:7][C:2]=1[NH:1][C:16]([CH:13]1[CH2:15][CH2:14]1)=[O:17], predict the reactants needed to synthesize it. The reactants are: [NH2:1][C:2]1[N:7]=[C:6]([C:8]([O:10][CH3:11])=[O:9])[CH:5]=[CH:4][C:3]=1[Br:12].[CH:13]1([C:16](Cl)=[O:17])[CH2:15][CH2:14]1. (2) Given the product [F:31][C:32]1[CH:33]=[CH:34][C:35]([NH:38][C:2]2[C:3]([CH3:30])=[C:4]([CH:27]=[CH:28][CH:29]=2)[CH2:5][N:6]([C:21](=[O:26])[C:22]([F:25])([F:24])[F:23])[C:7]2[CH:20]=[CH:19][C:10]3[C@H:11]([CH2:14][C:15]([O:17][CH3:18])=[O:16])[CH2:12][O:13][C:9]=3[CH:8]=2)=[N:36][CH:37]=1, predict the reactants needed to synthesize it. The reactants are: Br[C:2]1[C:3]([CH3:30])=[C:4]([CH:27]=[CH:28][CH:29]=1)[CH2:5][N:6]([C:21](=[O:26])[C:22]([F:25])([F:24])[F:23])[C:7]1[CH:20]=[CH:19][C:10]2[C@H:11]([CH2:14][C:15]([O:17][CH3:18])=[O:16])[CH2:12][O:13][C:9]=2[CH:8]=1.[F:31][C:32]1[CH:33]=[CH:34][C:35]([NH2:38])=[N:36][CH:37]=1.C(=O)([O-])[O-].[Cs+].[Cs+].C1(P(C2C=CC=CC=2)C2C3OC4C(=CC=CC=4P(C4C=CC=CC=4)C4C=CC=CC=4)C(C)(C)C=3C=CC=2)C=CC=CC=1. (3) The reactants are: [CH2:1]([O:3][C:4](=[O:28])/[C:5](/O)=[CH:6]/[C:7]1[C:12]([N+:13]([O-])=O)=[CH:11][N:10]=[C:9]([N:16]2[CH2:21][CH2:20][N:19]([CH:22]3[CH2:26][CH2:25][CH2:24][CH2:23]3)[CH2:18][CH2:17]2)[CH:8]=1)[CH3:2]. Given the product [CH2:1]([O:3][C:4]([C:5]1[NH:13][C:12]2=[CH:11][N:10]=[C:9]([N:16]3[CH2:21][CH2:20][N:19]([CH:22]4[CH2:26][CH2:25][CH2:24][CH2:23]4)[CH2:18][CH2:17]3)[CH:8]=[C:7]2[CH:6]=1)=[O:28])[CH3:2], predict the reactants needed to synthesize it. (4) Given the product [C:2]([N:5]1[C:14]2[C:9](=[CH:10][C:11]([C:15]#[N:16])=[CH:12][CH:13]=2)[C@H:8]([NH:17][C:18]2[CH:19]=[CH:20][CH:21]=[C:22]([CH2:24][N:25]3[CH2:26][CH2:27][NH:28][CH2:29][CH2:30]3)[N:23]=2)[C@@H:7]([CH3:38])[C@@H:6]1[CH:39]1[CH2:41][CH2:40]1)(=[O:4])[CH3:3], predict the reactants needed to synthesize it. The reactants are: Cl.[C:2]([N:5]1[C:14]2[C:9](=[CH:10][C:11]([C:15]#[N:16])=[CH:12][CH:13]=2)[C@H:8]([NH:17][C:18]2[N:23]=[C:22]([CH2:24][N:25]3[CH2:30][CH2:29][N:28](C(OC(C)(C)C)=O)[CH2:27][CH2:26]3)[CH:21]=[CH:20][CH:19]=2)[C@@H:7]([CH3:38])[C@@H:6]1[CH:39]1[CH2:41][CH2:40]1)(=[O:4])[CH3:3]. (5) Given the product [CH3:30][O:29][C:27](=[O:28])[CH2:26][C@H:25]([CH3:31])[CH2:24][C:23]([C:5]1[C:4]2[C:8](=[CH:9][CH:10]=[C:2]([Cl:1])[CH:3]=2)[N:7]([CH3:11])[C:6]=1[CH2:12][CH2:13][CH2:14][CH2:15][CH2:16][CH3:17])=[O:32], predict the reactants needed to synthesize it. The reactants are: [Cl:1][C:2]1[CH:3]=[C:4]2[C:8](=[CH:9][CH:10]=1)[N:7]([CH3:11])[C:6]([CH2:12][CH2:13][CH2:14][CH2:15][CH2:16][CH3:17])=[CH:5]2.[Cl-].C[Al+]C.Cl[C:23](=[O:32])[CH2:24][C@@H:25]([CH3:31])[CH2:26][C:27]([O:29][CH3:30])=[O:28].[Cl-].[NH4+]. (6) Given the product [C:28]([C:25]1[CH:24]=[CH:23][C:22]([C:19]2[CH:20]=[CH:21][C:16]([O:15][CH:10]([C:7]3[CH:6]=[CH:5][C:4]([C:3]([OH:32])=[O:2])=[CH:9][CH:8]=3)[CH2:11][CH:12]([CH3:14])[CH3:13])=[CH:17][CH:18]=2)=[CH:27][CH:26]=1)([CH3:30])([CH3:31])[CH3:29], predict the reactants needed to synthesize it. The reactants are: C[O:2][C:3](=[O:32])[C:4]1[CH:9]=[CH:8][C:7]([CH:10]([O:15][C:16]2[CH:21]=[CH:20][C:19]([C:22]3[CH:27]=[CH:26][C:25]([C:28]([CH3:31])([CH3:30])[CH3:29])=[CH:24][CH:23]=3)=[CH:18][CH:17]=2)[CH2:11][CH:12]([CH3:14])[CH3:13])=[CH:6][CH:5]=1.[OH-].[Na+]. (7) Given the product [CH2:26]([C:13]1[CH:12]=[CH:11][C:10]([C:9]([O-:8])=[O:22])=[CH:15][CH:14]=1)[C:27]1[CH:32]=[CH:31][CH:30]=[CH:29][CH:28]=1.[NH:16]1[CH2:13][CH2:14][CH2:15][CH2:20][CH2:21]1.[CH3:1][CH2:2][C:30]1[CH:29]=[CH:28][C:27]([C:26]([OH:25])=[O:34])=[CH:32][CH:31]=1, predict the reactants needed to synthesize it. The reactants are: [CH2:1]([O:8][C:9](=[O:22])[C:10]1[CH:15]=[CH:14][C:13]([N:16]2[CH2:21][CH2:20]NCC2)=[CH:12][CH:11]=1)[C:2]1C=CC=CC=1.C([O:25][C:26](=[O:34])[C:27]1[CH:32]=[CH:31][C:30](F)=[CH:29][CH:28]=1)C.C(N(C(C)C)CC)(C)C.